From a dataset of Full USPTO retrosynthesis dataset with 1.9M reactions from patents (1976-2016). Predict the reactants needed to synthesize the given product. (1) Given the product [CH3:36][C:26]1[CH:25]=[C:24]([CH2:23][N:5]([CH2:4][CH2:3][S:2][CH3:1])[C:6]2[CH:7]=[C:8]([C:12]3[CH:17]=[CH:16][C:15]([C:18]([F:19])([F:20])[F:21])=[CH:14][CH:13]=3)[CH:9]=[CH:10][CH:11]=2)[CH:35]=[CH:34][C:27]=1[O:28][CH2:29][C:30]([O:32][CH3:33])=[O:31], predict the reactants needed to synthesize it. The reactants are: [CH3:1][S:2][CH2:3][CH2:4][NH:5][C:6]1[CH:7]=[C:8]([C:12]2[CH:17]=[CH:16][C:15]([C:18]([F:21])([F:20])[F:19])=[CH:14][CH:13]=2)[CH:9]=[CH:10][CH:11]=1.Br[CH2:23][C:24]1[CH:35]=[CH:34][C:27]([O:28][CH2:29][C:30]([O:32][CH3:33])=[O:31])=[C:26]([CH3:36])[CH:25]=1.C(N(CC)C(C)C)(C)C. (2) Given the product [CH3:18][O:19][C:20]1[CH:25]=[CH:24][CH:23]=[CH:22][C:21]=1[N:26]1[CH2:31][CH2:30][N:29]([CH2:16][CH2:15][CH2:14][C:12]2[O:11][N:10]=[C:9]([CH:8]=[CH:7][C:1]3[CH:2]=[CH:3][CH:4]=[CH:5][CH:6]=3)[CH:13]=2)[CH2:28][CH2:27]1, predict the reactants needed to synthesize it. The reactants are: [C:1]1([CH:7]=[CH:8][C:9]2[CH:13]=[C:12]([CH2:14][CH2:15][CH:16]=O)[O:11][N:10]=2)[CH:6]=[CH:5][CH:4]=[CH:3][CH:2]=1.[CH3:18][O:19][C:20]1[CH:25]=[CH:24][CH:23]=[CH:22][C:21]=1[N:26]1[CH2:31][CH2:30][NH:29][CH2:28][CH2:27]1.[BH-](OC(C)=O)(OC(C)=O)OC(C)=O.[Na+]. (3) Given the product [OH:45][C:44]1[C:39]([NH:38][C:9]([C:11]2[N:12]([CH3:33])[C:13]3[C:21]([C:22]=2[Br:23])=[C:20]2[C:16]([C:17](=[O:25])[NH:18][C:19]2=[O:24])=[C:15]([C:26]2[CH:31]=[CH:30][CH:29]=[CH:28][C:27]=2[Cl:32])[CH:14]=3)=[O:10])=[N:40][CH:41]=[CH:42][CH:43]=1, predict the reactants needed to synthesize it. The reactants are: FC1C(O[C:9]([C:11]2[N:12]([CH3:33])[C:13]3[C:21]([C:22]=2[Br:23])=[C:20]2[C:16]([C:17](=[O:25])[NH:18][C:19]2=[O:24])=[C:15]([C:26]2[CH:31]=[CH:30][CH:29]=[CH:28][C:27]=2[Cl:32])[CH:14]=3)=[O:10])=C(F)C(F)=C(F)C=1F.[NH2:38][C:39]1[C:44]([OH:45])=[CH:43][CH:42]=[CH:41][N:40]=1. (4) Given the product [S:31]1[C:27]2[CH:26]=[CH:25][CH:24]=[C:23]([O:22][C:19]3[CH:20]=[CH:21][C:16]([NH:15][C:13]4[C:14]5[N:6]([CH2:5][CH2:4][NH:3][C:35](=[O:36])[C:34]([F:33])([CH3:39])[CH3:38])[CH:7]=[CH:8][C:9]=5[N:10]=[CH:11][N:12]=4)=[CH:17][C:18]=3[Cl:32])[C:28]=2[CH:29]=[N:30]1, predict the reactants needed to synthesize it. The reactants are: Cl.Cl.[NH2:3][CH2:4][CH2:5][N:6]1[C:14]2[C:13]([NH:15][C:16]3[CH:21]=[CH:20][C:19]([O:22][C:23]4[C:28]5[CH:29]=[N:30][S:31][C:27]=5[CH:26]=[CH:25][CH:24]=4)=[C:18]([Cl:32])[CH:17]=3)=[N:12][CH:11]=[N:10][C:9]=2[CH:8]=[CH:7]1.[F:33][C:34]([CH3:39])([CH3:38])[C:35](O)=[O:36].ON1C2C=CC=CC=2N=N1.Cl.C(N=C=NCCCN(C)C)C. (5) Given the product [CH3:39][C@H:26]1[CH2:27][NH:28][CH2:29][C@@H:30]([CH3:31])[N:25]1[C:23]([O:5][CH2:4][C:3]1[CH:6]=[C:7]([O:10][CH2:20][C:18]2[CH:17]=[CH:16][C:15]3=[N:11][S:12][N:13]=[C:14]3[CH:19]=2)[CH:8]=[CH:9][C:2]=1[F:1])=[O:24], predict the reactants needed to synthesize it. The reactants are: [F:1][C:2]1[CH:9]=[CH:8][C:7]([OH:10])=[CH:6][C:3]=1[CH2:4][OH:5].[N:11]1[S:12][N:13]=[C:14]2[CH:19]=[C:18]([CH2:20]Cl)[CH:17]=[CH:16][C:15]=12.Cl[C:23]([N:25]1[C@H:30]([CH3:31])[CH2:29][N:28](C(OC(C)(C)C)=O)[CH2:27][C@@H:26]1[CH3:39])=[O:24]. (6) Given the product [CH2:1]([NH:8][C:9]1[C:10]([NH2:15])=[CH:11][CH:12]=[CH:13][CH:14]=1)[C:2]1[CH:3]=[CH:4][CH:5]=[CH:6][CH:7]=1, predict the reactants needed to synthesize it. The reactants are: [CH2:1]([NH:8][C:9]1[CH:14]=[CH:13][CH:12]=[CH:11][C:10]=1[N+:15]([O-])=O)[C:2]1[CH:7]=[CH:6][CH:5]=[CH:4][CH:3]=1. (7) Given the product [CH2:8]([O:2][C:3]1[CH:4]=[C:5]([N+:13]([O-:15])=[O:14])[CH:6]=[C:7]2[C:12]=1[N:11]=[CH:10][CH:9]=[CH:8]2)[C:7]1[CH:12]=[CH:3][CH:4]=[CH:5][CH:6]=1, predict the reactants needed to synthesize it. The reactants are: Br.[OH:2][C:3]1[CH:4]=[C:5]([N+:13]([O-:15])=[O:14])[CH:6]=[C:7]2[C:12]=1[N:11]=[CH:10][CH:9]=[CH:8]2.C([O-])([O-])=O.[K+].[K+]. (8) Given the product [CH2:1]([C:3]1[N:12]([CH2:13][CH2:14][N:15]2[CH2:16][CH2:17][N:18]([C:21]3[CH:22]=[CH:23][CH:24]=[CH:25][C:26]=3[O:34][CH2:32][CH3:33])[CH2:19][CH2:20]2)[C:11](=[O:31])[C:10]2[C:5](=[CH:6][CH:7]=[CH:8][CH:9]=2)[N:4]=1)[CH3:2], predict the reactants needed to synthesize it. The reactants are: [CH2:1]([C:3]1[N:12]([CH2:13][CH2:14][N:15]2[CH2:20][CH2:19][N:18]([C:21]3[CH:26]=[CH:25][CH:24]=[C:23](C(F)(F)F)[CH:22]=3)[CH2:17][CH2:16]2)[C:11](=[O:31])[C:10]2[C:5](=[CH:6][CH:7]=[CH:8][CH:9]=2)[N:4]=1)[CH3:2].[CH2:32]([O:34]C1C=CC=CC=1N1CCNCC1)[CH3:33]. (9) Given the product [CH2:9]([O:11][C:12](=[O:25])[C@@H:13]([O:22][CH2:23][CH3:24])[CH2:14][C:15]1[CH:16]=[CH:17][C:18]([OH:21])=[C:19]([Cl:1])[CH:20]=1)[CH3:10], predict the reactants needed to synthesize it. The reactants are: [Cl:1]N1C(=O)CCC1=O.[CH2:9]([O:11][C:12](=[O:25])[C@@H:13]([O:22][CH2:23][CH3:24])[CH2:14][C:15]1[CH:20]=[CH:19][C:18]([OH:21])=[CH:17][CH:16]=1)[CH3:10]. (10) Given the product [CH3:1][C:2]([CH3:43])([CH3:44])[C:3]#[C:4][C:5]1[S:9][C:8]([C:10]([OH:12])=[O:11])=[C:7]([N:13]([C:34]([CH:36]2[CH2:37][CH2:38][CH:39]([CH3:42])[CH2:40][CH2:41]2)=[O:35])[CH:14]2[CH2:15][CH2:16][CH:17]([O:20][C:21]3[NH:26][C:25](=[O:27])[CH:24]=[CH:23][N:22]=3)[CH2:18][CH2:19]2)[CH:6]=1, predict the reactants needed to synthesize it. The reactants are: [CH3:1][C:2]([CH3:44])([CH3:43])[C:3]#[C:4][C:5]1[S:9][C:8]([C:10]([OH:12])=[O:11])=[C:7]([N:13]([C:34]([CH:36]2[CH2:41][CH2:40][CH:39]([CH3:42])[CH2:38][CH2:37]2)=[O:35])[CH:14]2[CH2:19][CH2:18][CH:17]([O:20][C:21]3[N:26]=[C:25]([O:27]CC[Si](C)(C)C)[CH:24]=[CH:23][N:22]=3)[CH2:16][CH2:15]2)[CH:6]=1.[F-].C([N+](CCCC)(CCCC)CCCC)CCC.